Task: Predict the product of the given reaction.. Dataset: Forward reaction prediction with 1.9M reactions from USPTO patents (1976-2016) Given the reactants [Cl:1][C:2]1[C:3]([C:18]2[N:22]=[C:21]([C:23]3[N:24]=[C:25]4[CH:30]=[CH:29][C:28]([I:31])=[C:27]([CH3:32])[N:26]4[CH:33]=3)[O:20][N:19]=2)=[CH:4][C:5]([F:17])=[C:6]([CH2:8][CH2:9][C:10]([O:12]C(C)(C)C)=[O:11])[CH:7]=1, predict the reaction product. The product is: [Cl:1][C:2]1[C:3]([C:18]2[N:22]=[C:21]([C:23]3[N:24]=[C:25]4[CH:30]=[CH:29][C:28]([I:31])=[C:27]([CH3:32])[N:26]4[CH:33]=3)[O:20][N:19]=2)=[CH:4][C:5]([F:17])=[C:6]([CH2:8][CH2:9][C:10]([OH:12])=[O:11])[CH:7]=1.